This data is from Full USPTO retrosynthesis dataset with 1.9M reactions from patents (1976-2016). The task is: Predict the reactants needed to synthesize the given product. (1) Given the product [CH2:10]([O:17][C:18]1[CH:23]=[CH:22][C:21]([C:6]2[N:7]=[C:2]([Cl:1])[N:3]=[N:4][C:5]=2[CH3:9])=[CH:20][C:19]=1[O:27][CH3:28])[C:11]1[CH:12]=[CH:13][CH:14]=[CH:15][CH:16]=1, predict the reactants needed to synthesize it. The reactants are: [Cl:1][C:2]1[N:3]=[N:4][C:5]([CH3:9])=[C:6](Cl)[N:7]=1.[CH2:10]([O:17][C:18]1[CH:23]=[CH:22][C:21](B(O)O)=[CH:20][C:19]=1[O:27][CH3:28])[C:11]1[CH:16]=[CH:15][CH:14]=[CH:13][CH:12]=1.P([O-])([O-])([O-])=O.[K+].[K+].[K+]. (2) Given the product [OH:19][C:16]1[CH:17]=[CH:18][C:12]2[C:11]([O:21][C:22]3[CH:23]=[CH:24][C:25](/[CH:28]=[CH:29]/[C:30]([O:32][CH3:33])=[O:31])=[CH:26][CH:27]=3)=[C:10]([C:5]3[CH:6]=[CH:7][CH:8]=[CH:9][C:4]=3[CH:1]([CH3:2])[CH3:3])[S:14][C:13]=2[CH:15]=1, predict the reactants needed to synthesize it. The reactants are: [CH:1]([C:4]1[CH:9]=[CH:8][CH:7]=[CH:6][C:5]=1[C:10]1[S:14][C:13]2[CH:15]=[C:16]([O:19]C)[CH:17]=[CH:18][C:12]=2[C:11]=1[O:21][C:22]1[CH:27]=[CH:26][C:25](/[CH:28]=[CH:29]/[C:30]([O:32][CH3:33])=[O:31])=[CH:24][CH:23]=1)([CH3:3])[CH3:2].B(Br)(Br)Br. (3) Given the product [Br:8][C:6]1[N:7]=[C:2]([NH:25][C@H:22]2[CH2:23][CH2:24][C@H:19]([O:18][CH3:17])[CH2:20][CH2:21]2)[C:3]([NH:9][CH2:10][C:11]([O:13][CH2:14][CH3:15])=[O:12])=[N:4][CH:5]=1, predict the reactants needed to synthesize it. The reactants are: Br[C:2]1[C:3]([NH:9][CH2:10][C:11]([O:13][CH2:14][CH3:15])=[O:12])=[N:4][CH:5]=[C:6]([Br:8])[N:7]=1.Cl.[CH3:17][O:18][C@H:19]1[CH2:24][CH2:23][C@H:22]([NH2:25])[CH2:21][CH2:20]1.CCN(C(C)C)C(C)C.[Cl-].[Na+]. (4) Given the product [CH3:29][C:28]1[C:19]([C:3]2[CH:4]=[C:5]([O:8][C:9]3[CH:14]=[CH:13][CH:12]=[C:11]([S:15]([CH3:18])(=[O:17])=[O:16])[CH:10]=3)[CH:6]=[CH:7][C:2]=2[C:34]2[CH:39]=[CH:38][CH:37]=[CH:36][CH:35]=2)=[N:20][C:21]2[C:26]([N:27]=1)=[C:25]([C:30]([F:33])([F:32])[F:31])[CH:24]=[CH:23][CH:22]=2, predict the reactants needed to synthesize it. The reactants are: Cl[C:2]1[CH:7]=[CH:6][C:5]([O:8][C:9]2[CH:14]=[CH:13][CH:12]=[C:11]([S:15]([CH3:18])(=[O:17])=[O:16])[CH:10]=2)=[CH:4][C:3]=1[C:19]1[C:28]([CH3:29])=[N:27][C:26]2[C:21](=[CH:22][CH:23]=[CH:24][C:25]=2[C:30]([F:33])([F:32])[F:31])[N:20]=1.[C:34]1(B(O)O)[CH:39]=[CH:38][CH:37]=[CH:36][CH:35]=1.[O-]P([O-])([O-])=O.[K+].[K+].[K+].C1(P(C2CCCCC2)C2C=CC=CC=2C2C(OC)=CC=CC=2OC)CCCCC1. (5) Given the product [C:14]([C@H:18]1[CH2:23][CH2:22][C@H:21]([O:24][C:25]2[CH:26]=[C:27]3[C:32](=[CH:33][CH:34]=2)[N:31]=[C:30]([CH:35]=[O:5])[CH:29]=[CH:28]3)[CH2:20][CH2:19]1)([CH3:17])([CH3:16])[CH3:15], predict the reactants needed to synthesize it. The reactants are: C([O:5]OC(C)(C)C)(C)(C)C.[Se](=O)=O.[C:14]([C@H:18]1[CH2:23][CH2:22][C@H:21]([O:24][C:25]2[CH:26]=[C:27]3[C:32](=[CH:33][CH:34]=2)[N:31]=[C:30]([CH3:35])[CH:29]=[CH:28]3)[CH2:20][CH2:19]1)([CH3:17])([CH3:16])[CH3:15].